From a dataset of Peptide-MHC class II binding affinity with 134,281 pairs from IEDB. Regression. Given a peptide amino acid sequence and an MHC pseudo amino acid sequence, predict their binding affinity value. This is MHC class II binding data. (1) The peptide sequence is KRQGPKQMLVGGVVL. The MHC is HLA-DQA10501-DQB10402 with pseudo-sequence HLA-DQA10501-DQB10402. The binding affinity (normalized) is 0.570. (2) The peptide sequence is DVPDYASLRSLVASS. The MHC is DRB4_0101 with pseudo-sequence DRB4_0103. The binding affinity (normalized) is 0.194. (3) The peptide sequence is YPEDPVKLASIVKAS. The MHC is DRB1_1101 with pseudo-sequence DRB1_1101. The binding affinity (normalized) is 0.450. (4) The peptide sequence is RSTTDSGKVIPEWCC. The MHC is HLA-DQA10501-DQB10303 with pseudo-sequence HLA-DQA10501-DQB10303. The binding affinity (normalized) is 0.289. (5) The peptide sequence is HGITDVHPLYSRRLPKGVKH. The MHC is DRB1_0404 with pseudo-sequence DRB1_0404. The binding affinity (normalized) is 0.